Dataset: Reaction yield outcomes from USPTO patents with 853,638 reactions. Task: Predict the reaction yield, written as a fraction of the theoretical maximum amount of product (1.0 means a 100% yield; for example, 0.34 means a 34% yield). (1) The reactants are [ClH:1].[F:2][C:3]([F:29])([F:28])[C:4]1[CH:9]=[CH:8][C:7]([C@:10]23[CH2:15][C@H:14]2[CH2:13][N:12]([CH2:16][CH2:17][CH2:18][CH2:19][N:20]2[CH:25]=[CH:24][C:23](=O)[NH:22][C:21]2=[O:27])[CH2:11]3)=[CH:6][CH:5]=1.COC1C=CC(P2(SP(C3C=CC(OC)=CC=3)(=S)S2)=[S:39])=CC=1. The catalyst is COCCOC. The product is [ClH:1].[S:39]=[C:23]1[CH:24]=[CH:25][N:20]([CH2:19][CH2:18][CH2:17][CH2:16][N:12]2[CH2:13][C@H:14]3[C@:10]([C:7]4[CH:8]=[CH:9][C:4]([C:3]([F:29])([F:28])[F:2])=[CH:5][CH:6]=4)([CH2:15]3)[CH2:11]2)[C:21](=[O:27])[NH:22]1. The yield is 0.630. (2) The reactants are [CH3:1][O:2][C:3]1[CH:8]=[C:7]([O:9][CH3:10])[CH:6]=[CH:5][C:4]=1[NH:11][C:12]1[N:16]([CH2:17][CH2:18][CH2:19][C:20](OCC)=O)[C:15]2[C:25]([CH:29]([CH2:32][CH3:33])[CH2:30][CH3:31])=[CH:26][CH:27]=[CH:28][C:14]=2[N:13]=1.[BH4-].[Li+].CS(Cl)(=O)=O.C(=O)([O-])[O-].[K+].[K+]. The product is [CH3:1][O:2][C:3]1[CH:8]=[C:7]([O:9][CH3:10])[CH:6]=[CH:5][C:4]=1[N:11]1[C:12]2=[N:13][C:14]3[CH:28]=[CH:27][CH:26]=[C:25]([CH:29]([CH2:32][CH3:33])[CH2:30][CH3:31])[C:15]=3[N:16]2[CH2:17][CH2:18][CH2:19][CH2:20]1. The catalyst is O1CCCC1.N1C=CC=CC=1.CN(C)C=O.O. The yield is 0.290. (3) The reactants are [C:1]([O:4][CH2:5][C@@H:6]1[C@@H:11]([O:12][C:13](=[O:15])[CH3:14])[CH:10]=[CH:9][C@@H:8]([CH2:16][C:17]2[CH:22]=[CH:21][C:20]([I:23])=[CH:19][CH:18]=2)[O:7]1)(=[O:3])[CH3:2].C[N+]1([O-])[CH2:30][CH2:29][O:28]CC1.CS(N)(=O)=[O:34].CC1C=CC=C(C)N=1.CC[O:47][C:48]([CH3:50])=[O:49]. The catalyst is C(O)(C)(C)C.O.OS([O-])=O.[Na+].N1C=CC=CC=1.CC(OC(C)=O)=O.O=[Os](=O)(=O)=O. The product is [C:1]([O:4][CH2:5][C@@H:6]1[C@@H:11]([O:12][C:13](=[O:15])[CH3:14])[C@H:10]([O:47][C:48](=[O:49])[CH3:50])[C@H:9]([O:34][C:29](=[O:28])[CH3:30])[C@@H:8]([CH2:16][C:17]2[CH:18]=[CH:19][C:20]([I:23])=[CH:21][CH:22]=2)[O:7]1)(=[O:3])[CH3:2]. The yield is 0.631. (4) The reactants are [CH2:1]([CH:3]([CH2:27][CH3:28])[CH:4]([NH:17][C:18]1[CH:26]=[CH:25][C:21]([C:22](O)=[O:23])=[CH:20][CH:19]=1)[C:5]1[O:6][C:7]2[CH:14]=[CH:13][C:12]([O:15][CH3:16])=[CH:11][C:8]=2[C:9]=1[CH3:10])[CH3:2].Cl.[CH2:30]([O:32][C:33](=[O:37])[CH2:34][CH2:35][NH2:36])[CH3:31].O.ON1C2C=CC=CC=2N=N1.Cl.C(N=C=NCCCN(C)C)C.Cl. The catalyst is CN(C)C=O.C(N(CC)CC)C. The product is [CH2:27]([CH:3]([CH2:1][CH3:2])[CH:4]([NH:17][C:18]1[CH:26]=[CH:25][C:21]([C:22]([NH:36][CH2:35][CH2:34][C:33]([O:32][CH2:30][CH3:31])=[O:37])=[O:23])=[CH:20][CH:19]=1)[C:5]1[O:6][C:7]2[CH:14]=[CH:13][C:12]([O:15][CH3:16])=[CH:11][C:8]=2[C:9]=1[CH3:10])[CH3:28]. The yield is 0.270.